Dataset: Forward reaction prediction with 1.9M reactions from USPTO patents (1976-2016). Task: Predict the product of the given reaction. (1) Given the reactants N1CCC[C@H]1C(N)=O.C(N(CC)CC)C.ClCC(Cl)=O.[Cl:21][CH2:22][C:23]([N:25]1[CH2:29][CH2:28][CH2:27][C@H:26]1[C:30]([NH2:32])=O)=[O:24].CN(C=O)C.S(Cl)(Cl)=O, predict the reaction product. The product is: [Cl:21][CH2:22][C:23]([N:25]1[CH2:29][CH2:28][CH2:27][C@H:26]1[C:30]#[N:32])=[O:24]. (2) Given the reactants [F:1][C:2]1[CH:3]=[C:4]2[C:9](=[CH:10][C:11]=1F)[N:8]([CH2:13][C:14]1[CH:19]=[CH:18][C:17]([C:20]([F:23])([F:22])[F:21])=[CH:16][C:15]=1[F:24])[CH:7]=[C:6]([C:25]#[N:26])[C:5]2=[O:27].[CH3:28][NH2:29], predict the reaction product. The product is: [F:1][C:2]1[CH:3]=[C:4]2[C:9](=[CH:10][C:11]=1[NH:29][CH3:28])[N:8]([CH2:13][C:14]1[CH:19]=[CH:18][C:17]([C:20]([F:23])([F:22])[F:21])=[CH:16][C:15]=1[F:24])[CH:7]=[C:6]([C:25]#[N:26])[C:5]2=[O:27]. (3) Given the reactants [Cl:1][C:2]1[CH:21]=[C:20]([Cl:22])[CH:19]=[CH:18][C:3]=1[CH2:4][NH:5][C@H:6]1[CH2:10][CH2:9][N:8]([C:11]2[N:16]=[CH:15][C:14](Br)=[CH:13][N:12]=2)[CH2:7]1.[CH3:23][Si:24]([C:27]#[CH:28])([CH3:26])[CH3:25].C(N(CC)CC)C, predict the reaction product. The product is: [Cl:1][C:2]1[CH:21]=[C:20]([Cl:22])[CH:19]=[CH:18][C:3]=1[CH2:4][NH:5][C@H:6]1[CH2:10][CH2:9][N:8]([C:11]2[N:16]=[CH:15][C:14]([C:28]#[C:27][Si:24]([CH3:26])([CH3:25])[CH3:23])=[CH:13][N:12]=2)[CH2:7]1. (4) Given the reactants [CH3:1][N:2]1[CH:6]=[C:5]([CH2:7]O)[N:4]=[N:3]1.CS(Cl)(=O)=O.C(N(CC)CC)C.[N-:21]=[N+:22]=[N-:23].[Na+], predict the reaction product. The product is: [N:21]([CH2:7][C:5]1[N:4]=[N:3][N:2]([CH3:1])[CH:6]=1)=[N+:22]=[N-:23]. (5) Given the reactants [F:1][C:2]1[CH:3]=[C:4]([CH2:9][C:10]([OH:12])=O)[CH:5]=[C:6]([F:8])[CH:7]=1.Cl.[NH2:14][C@H:15]([C:17]([C:19]1([NH2:44])[C:25](=[O:26])[N:24]([C:27]2[CH:32]=[CH:31][CH:30]=[CH:29][CH:28]=2)[C:23]2[CH:33]=[CH:34][CH:35]=[CH:36][C:22]=2[N:21]([C:37]2[CH:42]=[CH:41][CH:40]=[CH:39][CH:38]=2)[C:20]1=[O:43])=[O:18])[CH3:16], predict the reaction product. The product is: [F:8][C:6]1[CH:5]=[C:4]([CH2:9][C:10]([NH:14][C@H:15]([C:17]([C:19]2([NH2:44])[C:25](=[O:26])[N:24]([C:27]3[CH:32]=[CH:31][CH:30]=[CH:29][CH:28]=3)[C:23]3[CH:33]=[CH:34][CH:35]=[CH:36][C:22]=3[N:21]([C:37]3[CH:38]=[CH:39][CH:40]=[CH:41][CH:42]=3)[C:20]2=[O:43])=[O:18])[CH3:16])=[O:12])[CH:3]=[C:2]([F:1])[CH:7]=1.